From a dataset of Reaction yield outcomes from USPTO patents with 853,638 reactions. Predict the reaction yield, written as a fraction of the theoretical maximum amount of product (1.0 means a 100% yield; for example, 0.34 means a 34% yield). (1) The reactants are [OH:1][C@H:2]([CH2:7][CH2:8][CH2:9][CH2:10][CH2:11][CH2:12][CH2:13][CH2:14][CH2:15][CH2:16][CH3:17])[CH2:3][C:4]([OH:6])=[O:5].C(N(CC)CC)C.Br[CH2:26][C:27]([C:29]1[CH:34]=[CH:33][CH:32]=[CH:31][CH:30]=1)=[O:28]. The catalyst is C(OCC)(=O)C. The product is [OH:1][C@H:2]([CH2:7][CH2:8][CH2:9][CH2:10][CH2:11][CH2:12][CH2:13][CH2:14][CH2:15][CH2:16][CH3:17])[CH2:3][C:4]([O:6][CH2:26][C:27](=[O:28])[C:29]1[CH:34]=[CH:33][CH:32]=[CH:31][CH:30]=1)=[O:5]. The yield is 0.720. (2) The reactants are Cl.[Cl:2][C:3]1[CH:4]=[C:5]([CH:18]=[CH:19][C:20]=1[F:21])[NH:6][C:7]1[C:16]2[C:11](=[CH:12][CH:13]=[CH:14][C:15]=2F)[N:10]=[CH:9][N:8]=1.[OH:22][CH:23]1[CH2:28][CH2:27][O:26][CH2:25][CH2:24]1. No catalyst specified. The product is [Cl:2][C:3]1[CH:4]=[C:5]([CH:18]=[CH:19][C:20]=1[F:21])[NH:6][C:7]1[C:16]2[C:11](=[CH:12][CH:13]=[CH:14][C:15]=2[O:22][CH:23]2[CH2:28][CH2:27][O:26][CH2:25][CH2:24]2)[N:10]=[CH:9][N:8]=1. The yield is 0.450.